From a dataset of Forward reaction prediction with 1.9M reactions from USPTO patents (1976-2016). Predict the product of the given reaction. (1) The product is: [CH:2]([CH:15]1[C:20](=[O:21])[CH2:19][CH2:18][N:17]([CH:30]([C:25]2[CH:26]=[CH:27][CH:28]=[CH:29][C:24]=2[O:23][CH3:22])[CH3:31])[CH2:16]1)([C:9]1[CH:14]=[CH:13][CH:12]=[CH:11][CH:10]=1)[C:3]1[CH:4]=[CH:5][CH:6]=[CH:7][CH:8]=1. Given the reactants Cl.[CH:2]([CH:15]1[C:20](=[O:21])[CH2:19][CH2:18][NH:17][CH2:16]1)([C:9]1[CH:14]=[CH:13][CH:12]=[CH:11][CH:10]=1)[C:3]1[CH:8]=[CH:7][CH:6]=[CH:5][CH:4]=1.[CH3:22][O:23][C:24]1[CH:29]=[CH:28][CH:27]=[CH:26][C:25]=1[CH:30](O)[CH3:31].C(N(C(C)C)CC)(C)C, predict the reaction product. (2) Given the reactants [Cl:1][C:2]1[CH:3]=[C:4]([CH:6]=[CH:7][C:8]=1[O:9][C:10]1[CH:15]=[CH:14][C:13]([O:16][CH3:17])=[CH:12][CH:11]=1)[NH2:5].[CH3:18][CH:19]([C:25]([CH3:27])=O)[C:20](OCC)=[O:21].ClC1C(OC2C=CC(OC)=CC=2)=CC=C2C=1C(O)=C(C)C(C)=N2, predict the reaction product. The product is: [Cl:1][C:2]1[CH:3]=[C:4]2[C:6]([C:20]([OH:21])=[C:19]([CH3:18])[C:25]([CH3:27])=[N:5]2)=[CH:7][C:8]=1[O:9][C:10]1[CH:15]=[CH:14][C:13]([O:16][CH3:17])=[CH:12][CH:11]=1. (3) The product is: [C:34]([C:32]1[CH:31]=[C:28]([CH:29]=[O:30])[C:27]([OH:38])=[C:26]([C:43]2[CH:44]=[CH:45][C:40]([Cl:39])=[C:41]([F:49])[CH:42]=2)[CH:33]=1)([CH3:37])([CH3:36])[CH3:35]. Given the reactants C(C1C=C(C=O)C(O)=C(C2C=CC(OC(F)(F)F)=CC=2)C=1)(C)(C)C.Br[C:26]1[C:27]([OH:38])=[C:28]([CH:31]=[C:32]([C:34]([CH3:37])([CH3:36])[CH3:35])[CH:33]=1)[CH:29]=[O:30].[Cl:39][C:40]1[CH:45]=[CH:44][C:43](B(O)O)=[CH:42][C:41]=1[F:49], predict the reaction product. (4) Given the reactants [NH:1]([C:3]([CH2:5][C:6]1[CH:11]=[CH:10][C:9]([CH:12]2[CH2:17][CH2:16][N:15]([C:18]([O:20][C:21]([CH3:24])([CH3:23])[CH3:22])=[O:19])[CH2:14][CH:13]2[O:25][CH2:26][C:27]2[CH:36]=[CH:35][C:34]3[C:29](=[CH:30][CH:31]=[CH:32][CH:33]=3)[CH:28]=2)=[CH:8][CH:7]=1)=[O:4])[NH2:2].CCO[C:40](OCC)(OCC)[C:41]1[CH:46]=[CH:45][CH:44]=[CH:43][CH:42]=1, predict the reaction product. The product is: [CH:28]1[C:29]2[C:34](=[CH:33][CH:32]=[CH:31][CH:30]=2)[CH:35]=[CH:36][C:27]=1[CH2:26][O:25][CH:13]1[CH:12]([C:9]2[CH:10]=[CH:11][C:6]([CH2:5][C:3]3[O:4][C:40]([C:41]4[CH:46]=[CH:45][CH:44]=[CH:43][CH:42]=4)=[N:2][N:1]=3)=[CH:7][CH:8]=2)[CH2:17][CH2:16][N:15]([C:18]([O:20][C:21]([CH3:24])([CH3:23])[CH3:22])=[O:19])[CH2:14]1. (5) The product is: [CH3:28][N:15]([C:16]([C:18]1[C:27]2[CH2:26][CH2:25][CH2:24][CH2:23][C:22]=2[CH:21]=[CH:20][CH:19]=1)=[O:17])[C:6]1([C:4]([OH:5])=[O:3])[CH2:7][C:8]2[C:13](=[CH:12][CH:11]=[CH:10][CH:9]=2)[CH2:14]1. Given the reactants C([O:3][C:4]([C:6]1([N:15]([CH3:28])[C:16]([C:18]2[C:27]3[CH2:26][CH2:25][CH2:24][CH2:23][C:22]=3[CH:21]=[CH:20][CH:19]=2)=[O:17])[CH2:14][C:13]2[C:8](=[CH:9][CH:10]=[CH:11][CH:12]=2)[CH2:7]1)=[O:5])C.[OH-].[K+].O, predict the reaction product. (6) Given the reactants [Br:1][C:2]1[CH:3]=[CH:4][C:5]([O:15][CH2:16][C:17]2[CH:22]=[CH:21][C:20]([F:23])=[CH:19][CH:18]=2)=[C:6]([C:8](=O)[CH2:9][CH2:10][C:11](=O)[CH3:12])[CH:7]=1.[CH3:24][O:25][C:26](=[O:35])[C:27]1[CH:32]=[C:31]([NH2:33])[CH:30]=[C:29]([NH2:34])[CH:28]=1.CC1C=CC(S(O)(=O)=O)=CC=1, predict the reaction product. The product is: [CH3:24][O:25][C:26](=[O:35])[C:27]1[CH:28]=[C:29]([NH2:34])[CH:30]=[C:31]([N:33]2[C:11]([CH3:12])=[CH:10][CH:9]=[C:8]2[C:6]2[CH:7]=[C:2]([Br:1])[CH:3]=[CH:4][C:5]=2[O:15][CH2:16][C:17]2[CH:22]=[CH:21][C:20]([F:23])=[CH:19][CH:18]=2)[CH:32]=1.